This data is from Full USPTO retrosynthesis dataset with 1.9M reactions from patents (1976-2016). The task is: Predict the reactants needed to synthesize the given product. (1) Given the product [ClH:1].[Cl:1][C:2]1[CH:3]=[C:4]2[C:8](=[CH:9][CH:10]=1)[NH:7][C:6]([S:18]([CH2:21][CH2:22][C:23]([N:25]1[CH2:26][CH2:27][CH:28]([C:31]3[N:32]=[C:33]([CH3:36])[NH:34][CH:35]=3)[CH2:29][CH2:30]1)=[O:24])(=[O:20])=[O:19])=[CH:5]2, predict the reactants needed to synthesize it. The reactants are: [Cl:1][C:2]1[CH:3]=[C:4]2[C:8](=[CH:9][CH:10]=1)[N:7](C(OC(C)(C)C)=O)[C:6]([S:18]([CH2:21][CH2:22][C:23]([N:25]1[CH2:30][CH2:29][CH:28]([C:31]3[N:32]=[C:33]([CH3:36])[NH:34][CH:35]=3)[CH2:27][CH2:26]1)=[O:24])(=[O:20])=[O:19])=[CH:5]2. (2) The reactants are: FC(F)(F)C([O-])=O.[CH3:8][C:9]1([CH3:41])[CH2:14][C:13](=[O:15])[CH2:12][CH2:11][CH:10]1[C:16]([C:18]1[S:19][C:20]([C:23]2[CH:24]=[C:25]([NH2+:30][C:31]3[N:36]=[C:35]([C:37]([F:40])([F:39])[F:38])[CH:34]=[CH:33][N:32]=3)[CH:26]=[C:27]([CH3:29])[CH:28]=2)=[CH:21][N:22]=1)=[O:17].[BH4-].[Na+]. Given the product [OH:17][CH:16]([C:18]1[S:19][C:20]([C:23]2[CH:24]=[C:25]([NH:30][C:31]3[N:36]=[C:35]([C:37]([F:39])([F:40])[F:38])[CH:34]=[CH:33][N:32]=3)[CH:26]=[C:27]([CH3:29])[CH:28]=2)=[CH:21][N:22]=1)[CH:10]1[CH2:11][CH2:12][CH:13]([OH:15])[CH2:14][C:9]1([CH3:8])[CH3:41], predict the reactants needed to synthesize it. (3) The reactants are: C(OC([N:8]1[CH2:13][CH2:12][CH:11]([N:14]([CH2:29][C:30]2[CH:31]=[N:32][CH:33]=[CH:34][CH:35]=2)[C:15]2[CH:20]=[CH:19][C:18]([O:21][CH3:22])=[C:17]([O:23][C@@H:24]3[CH2:28][CH2:27][O:26][CH2:25]3)[N:16]=2)[CH2:10][CH2:9]1)=O)(C)(C)C. Given the product [CH3:22][O:21][C:18]1[CH:19]=[CH:20][C:15]([N:14]([CH:11]2[CH2:12][CH2:13][NH:8][CH2:9][CH2:10]2)[CH2:29][C:30]2[CH:31]=[N:32][CH:33]=[CH:34][CH:35]=2)=[N:16][C:17]=1[O:23][C@@H:24]1[CH2:28][CH2:27][O:26][CH2:25]1, predict the reactants needed to synthesize it. (4) Given the product [CH:1]1([NH:4][C:5]([C:7]2[CH:12]=[C:11]([C:13]3[C:14]([C:27]([NH:39][C:40]4[CH:41]=[N:46][CH:43]=[CH:44][CH:45]=4)=[O:29])=[CH:15][C:16]([C:19]([NH:21][CH2:22][C:23]([CH3:24])([CH3:25])[CH3:26])=[O:20])=[CH:17][CH:18]=3)[C:10]([CH3:30])=[CH:9][CH:8]=2)=[O:6])[CH2:3][CH2:2]1, predict the reactants needed to synthesize it. The reactants are: [CH:1]1([NH:4][C:5]([C:7]2[CH:8]=[CH:9][C:10]([CH3:30])=[C:11]([C:13]3[C:14]([C:27]([OH:29])=O)=[CH:15][C:16]([C:19]([NH:21][CH2:22][C:23]([CH3:26])([CH3:25])[CH3:24])=[O:20])=[CH:17][CH:18]=3)[CH:12]=2)=[O:6])[CH2:3][CH2:2]1.CN(C(O[N:39]1N=[N:46][C:41]2C=[CH:43][CH:44]=[CH:45][C:40]1=2)=[N+](C)C)C.F[P-](F)(F)(F)(F)F.CCN(CC)CC.N1C=CC=C(N)C=1. (5) Given the product [C:29]([O:28][C:26]([NH:25][CH2:24][CH:20]1[O:21][CH2:22][CH2:23][N:18]([C:17]2[C:9]3[C:8]4[C:12](=[CH:13][C:5]([C:3]([OH:4])=[O:2])=[CH:6][CH:7]=4)[NH:11][C:10]=3[N:14]=[CH:15][N:16]=2)[CH2:19]1)=[O:27])([CH3:32])([CH3:30])[CH3:31], predict the reactants needed to synthesize it. The reactants are: C[O:2][C:3]([C:5]1[CH:13]=[C:12]2[C:8]([C:9]3[C:17]([N:18]4[CH2:23][CH2:22][O:21][CH:20]([CH2:24][NH:25][C:26]([O:28][C:29]([CH3:32])([CH3:31])[CH3:30])=[O:27])[CH2:19]4)=[N:16][CH:15]=[N:14][C:10]=3[NH:11]2)=[CH:7][CH:6]=1)=[O:4].[OH-].[Na+].C(Cl)Cl.